This data is from Full USPTO retrosynthesis dataset with 1.9M reactions from patents (1976-2016). The task is: Predict the reactants needed to synthesize the given product. (1) Given the product [Cl:60][C:61]1[CH:62]=[C:63]([CH:66]=[CH:67][CH:68]=1)[CH2:64][NH:65][C:23]([C:16]1[CH:15]=[C:14]2[C:19]([C:20](=[O:21])[N:11]([C:6]3[CH:5]=[CH:4][C:3]([O:2][CH3:1])=[C:8]([O:9][CH3:10])[N:7]=3)[C:12](=[S:26])[NH:13]2)=[C:18]([CH3:22])[CH:17]=1)=[O:24], predict the reactants needed to synthesize it. The reactants are: [CH3:1][O:2][C:3]1[CH:4]=[CH:5][C:6]([N:11]2[C:20](=[O:21])[C:19]3[C:14](=[CH:15][C:16]([C:23](O)=[O:24])=[CH:17][C:18]=3[CH3:22])[NH:13][C:12]2=[S:26])=[N:7][C:8]=1[O:9][CH3:10].CCN(C(C)C)C(C)C.CN(C(ON1N=NC2C=CC=NC1=2)=[N+](C)C)C.F[P-](F)(F)(F)(F)F.[Cl:60][C:61]1[CH:62]=[C:63]([CH:66]=[CH:67][CH:68]=1)[CH2:64][NH2:65]. (2) Given the product [O:21]=[CH:20][C@@H:19]([C@H:18]([C@@H:17]([C@@H:16]([CH2:15][OH:46])[OH:41])[OH:36])[OH:31])[OH:26], predict the reactants needed to synthesize it. The reactants are: NCCCNCCCCNCCCN.[C@@H:15]1([O:46]P(O)(O)=O)[C@@H:20]([O:21]P(O)(O)=O)[C@H:19]([O:26]P(O)(O)=O)[C@@H:18]([O:31]P(O)(O)=O)[C@@H:17]([O:36]P(O)(O)=O)[C@H:16]1[O:41]P(O)(O)=O. (3) Given the product [Cl:1][C:2]1[CH:3]=[C:4]([C:13]([OH:15])=[O:14])[CH:5]=[N:6][C:7]=1[N:8]1[CH2:12][CH2:11][CH2:10][CH2:9]1, predict the reactants needed to synthesize it. The reactants are: [Cl:1][C:2]1[CH:3]=[C:4]([C:13]([O:15]CC)=[O:14])[CH:5]=[N:6][C:7]=1[N:8]1[CH2:12][CH2:11][CH2:10][CH2:9]1.[OH-].[Na+].Cl. (4) Given the product [CH3:7][C:6]1[CH:5]=[N:1][C:2]2[N:3]([N:4]=[CH:5][C:6]=2[C:7]([O:9][CH2:10][CH3:11])=[O:8])[CH:2]=1, predict the reactants needed to synthesize it. The reactants are: [NH2:1][C:2]1[C:6]([C:7]([O:9][CH2:10][CH3:11])=[O:8])=[CH:5][NH:4][N:3]=1. (5) Given the product [C:23]([C:9]1[CH:10]=[CH:11][C:6]([C:5]([O:4][CH2:2][CH3:3])=[O:16])=[CH:7][C:8]=1[N+:13]([O-:15])=[O:14])#[N:24], predict the reactants needed to synthesize it. The reactants are: O.[CH2:2]([O:4][C:5](=[O:16])[C:6]1[CH:11]=[CH:10][C:9](I)=[C:8]([N+:13]([O-:15])=[O:14])[CH:7]=1)[CH3:3].CCOC(C)=O.[CH3:23][N:24]1C(=O)CCC1.